Predict the reactants needed to synthesize the given product. From a dataset of Full USPTO retrosynthesis dataset with 1.9M reactions from patents (1976-2016). Given the product [C:22]([O:25][CH2:26][O:11][C:10](=[O:12])[CH2:9][C:3]1[CH:4]=[CH:5][C:6]([I:8])=[CH:7][C:2]=1[F:1])(=[O:24])[CH3:23], predict the reactants needed to synthesize it. The reactants are: [F:1][C:2]1[CH:7]=[C:6]([I:8])[CH:5]=[CH:4][C:3]=1[CH2:9][C:10]([OH:12])=[O:11].C(N(CC)C(C)C)(C)C.[C:22]([O:25][CH2:26]Br)(=[O:24])[CH3:23].CCC(OBr)=O.